This data is from Full USPTO retrosynthesis dataset with 1.9M reactions from patents (1976-2016). The task is: Predict the reactants needed to synthesize the given product. (1) The reactants are: CC([O:4][C:5]1[CH:10]=[CH:9][C:8]([N:11]2[C:16](=[O:17])[C:15]([CH2:18][C:19]3[CH:24]=[CH:23][C:22]([C:25]4[C:26]([C:31]#[N:32])=[CH:27][CH:28]=[CH:29][CH:30]=4)=[CH:21][CH:20]=3)=[C:14]([CH2:33][CH2:34][CH3:35])[N:13]3[N:36]=[CH:37][N:38]=[C:12]23)=[CH:7][CH:6]=1)C. Given the product [OH:4][C:5]1[CH:10]=[CH:9][C:8]([N:11]2[C:16](=[O:17])[C:15]([CH2:18][C:19]3[CH:24]=[CH:23][C:22]([C:25]4[C:26]([C:31]#[N:32])=[CH:27][CH:28]=[CH:29][CH:30]=4)=[CH:21][CH:20]=3)=[C:14]([CH2:33][CH2:34][CH3:35])[N:13]3[N:36]=[CH:37][N:38]=[C:12]23)=[CH:7][CH:6]=1, predict the reactants needed to synthesize it. (2) Given the product [C:26]([O:30][C:31]([N:33]1[CH2:38][CH2:37][CH:36]([C:39]([NH:25][S:22]([C:16]2[C:15]([Br:14])=[C:19]([Cl:20])[S:18][C:17]=2[Cl:21])(=[O:23])=[O:24])=[O:40])[CH2:35][CH2:34]1)=[O:32])([CH3:29])([CH3:28])[CH3:27], predict the reactants needed to synthesize it. The reactants are: CCN(C(C)C)C(C)C.C(Cl)CCl.[Br:14][C:15]1[C:16]([S:22]([NH2:25])(=[O:24])=[O:23])=[C:17]([Cl:21])[S:18][C:19]=1[Cl:20].[C:26]([O:30][C:31]([N:33]1[CH2:38][CH2:37][CH:36]([C:39](O)=[O:40])[CH2:35][CH2:34]1)=[O:32])([CH3:29])([CH3:28])[CH3:27]. (3) Given the product [CH3:11][Si:12]([CH3:19])([CH3:18])[CH2:13][CH2:14][O:15][CH2:16][N:7]1[CH:8]=[CH:4][C:5]([CH:9]=[O:10])=[N:6]1, predict the reactants needed to synthesize it. The reactants are: [H-].[Na+].Br[C:4]1[C:5]([CH:9]=[O:10])=[N:6][NH:7][CH:8]=1.[CH3:11][Si:12]([CH3:19])([CH3:18])[CH2:13][CH2:14][O:15][CH2:16]Cl.O. (4) Given the product [C:5]([C:7](=[C:17]1[CH2:22][CH2:21][N:20]([C:23]([O:25][C:26]([CH3:29])([CH3:28])[CH3:27])=[O:24])[CH2:19][CH2:18]1)[CH3:1])#[N:6], predict the reactants needed to synthesize it. The reactants are: [CH3:1]I.[H-].[Na+].[C:5]([CH2:7]P(=O)(OCC)OCC)#[N:6].O=[C:17]1[CH2:22][CH2:21][N:20]([C:23]([O:25][C:26]([CH3:29])([CH3:28])[CH3:27])=[O:24])[CH2:19][CH2:18]1. (5) The reactants are: [C:1]([C:3]1[C:4]([N:17]2[CH2:20][CH:19]([C:21](O)=[O:22])[CH2:18]2)=[N:5][C:6]([CH:14]([F:16])[F:15])=[C:7]([C:9]([O:11][CH2:12][CH3:13])=[O:10])[CH:8]=1)#[N:2].[Cl:24][C:25]1[CH:30]=[CH:29][CH:28]=[CH:27][C:26]=1[CH2:31][S:32]([NH2:35])(=[O:34])=[O:33]. Given the product [Cl:24][C:25]1[CH:30]=[CH:29][CH:28]=[CH:27][C:26]=1[CH2:31][S:32]([NH:35][C:21]([CH:19]1[CH2:18][N:17]([C:4]2[C:3]([C:1]#[N:2])=[CH:8][C:7]([C:9]([O:11][CH2:12][CH3:13])=[O:10])=[C:6]([CH:14]([F:16])[F:15])[N:5]=2)[CH2:20]1)=[O:22])(=[O:33])=[O:34], predict the reactants needed to synthesize it. (6) Given the product [Br:1][C:2]1[N:3]=[C:4]([C:33]2([CH3:36])[CH2:35][CH2:34]2)[NH:5][C:6]=1[C:7]1[CH:12]=[CH:11][N:10]=[C:9]([NH:13][CH2:14][C@@H:15]([NH2:17])[CH3:16])[N:8]=1, predict the reactants needed to synthesize it. The reactants are: [Br:1][C:2]1[N:3]=[C:4]([C:33]2([CH3:36])[CH2:35][CH2:34]2)[N:5](COCC[Si](C)(C)C)[C:6]=1[C:7]1[CH:12]=[CH:11][N:10]=[C:9]([NH:13][CH2:14][C@@H:15]([NH:17]C(=O)OC(C)(C)C)[CH3:16])[N:8]=1. (7) Given the product [O:35]1[CH2:40][CH2:39][N:38]([C:41]2[C:46]([NH:47][C:55]3[C:64]4[C:59](=[CH:60][C:61]([F:66])=[CH:62][C:63]=4[F:65])[N:58]=[C:57]([C:67]4[CH:68]=[CH:69][C:70]([N:73]5[CH2:77][CH2:76][CH:75]([OH:78])[CH2:74]5)=[N:71][CH:72]=4)[C:56]=3[CH3:79])=[CH:45][C:44]([N:48]3[CH2:49][CH2:50][O:51][CH2:52][CH2:53]3)=[CH:43][N:42]=2)[CH2:37][CH2:36]1, predict the reactants needed to synthesize it. The reactants are: C1(P(C2CCCCC2)C2C=CC=CC=2C2C(C(C)C)=CC(C(C)C)=CC=2C(C)C)CCCCC1.[O:35]1[CH2:40][CH2:39][N:38]([C:41]2[C:46]([NH2:47])=[CH:45][C:44]([N:48]3[CH2:53][CH2:52][O:51][CH2:50][CH2:49]3)=[CH:43][N:42]=2)[CH2:37][CH2:36]1.Cl[C:55]1[C:64]2[C:59](=[CH:60][C:61]([F:66])=[CH:62][C:63]=2[F:65])[N:58]=[C:57]([C:67]2[CH:68]=[CH:69][C:70]([N:73]3[CH2:77][CH2:76][CH:75]([OH:78])[CH2:74]3)=[N:71][CH:72]=2)[C:56]=1[CH3:79].CC(C)([O-])C.[Na+]. (8) Given the product [N:28]1([CH2:37][C:38]([N:6]([CH2:5][C:4]2[CH:24]=[CH:25][CH:26]=[CH:27][C:3]=2[O:2][CH3:1])[CH:7]([C:17]2[CH:18]=[CH:19][C:20]([CH3:23])=[CH:21][CH:22]=2)[C:8](=[O:9])[NH:10][CH2:11][CH:12]2[CH2:16][CH2:15][CH2:14][O:13]2)=[O:39])[C:36]2[C:31](=[CH:32][CH:33]=[CH:34][CH:35]=2)[CH:30]=[CH:29]1, predict the reactants needed to synthesize it. The reactants are: [CH3:1][O:2][C:3]1[CH:27]=[CH:26][CH:25]=[CH:24][C:4]=1[CH2:5][NH:6][CH:7]([C:17]1[CH:22]=[CH:21][C:20]([CH3:23])=[CH:19][CH:18]=1)[C:8]([NH:10][CH2:11][CH:12]1[CH2:16][CH2:15][CH2:14][O:13]1)=[O:9].[N:28]1([CH2:37][C:38](Cl)=[O:39])[C:36]2[C:31](=[CH:32][CH:33]=[CH:34][CH:35]=2)[CH:30]=[CH:29]1.CCCCCC.C(OCC)(=O)C.CO. (9) Given the product [CH3:27][O:26][C:16]1[CH:15]=[CH:14][C:13]([NH:12][S:8]([CH3:7])(=[O:10])=[O:9])=[CH:18][C:17]=1[CH2:19][CH2:20][C:21]([O:23][CH2:24][CH3:25])=[O:22], predict the reactants needed to synthesize it. The reactants are: N1C=CC=CC=1.[CH3:7][S:8](Cl)(=[O:10])=[O:9].[NH2:12][C:13]1[CH:14]=[CH:15][C:16]([O:26][CH3:27])=[C:17]([CH2:19][CH2:20][C:21]([O:23][CH2:24][CH3:25])=[O:22])[CH:18]=1. (10) Given the product [CH2:1]([C:3]1[C:12]2[C:7](=[CH:8][CH:9]=[C:10]([O:13][CH3:14])[CH:11]=2)[O:6][CH:5]([C:15]2[CH:20]=[CH:19][C:18]([O:21][CH2:37][CH2:36][N:34]3[CH2:35][CH:32]([CH2:31][F:30])[CH2:33]3)=[CH:17][CH:16]=2)[C:4]=1[C:22]1[CH:27]=[CH:26][CH:25]=[C:24]([O:28][CH3:29])[CH:23]=1)[CH3:2], predict the reactants needed to synthesize it. The reactants are: [CH2:1]([C:3]1[C:12]2[C:7](=[CH:8][CH:9]=[C:10]([O:13][CH3:14])[CH:11]=2)[O:6][CH:5]([C:15]2[CH:20]=[CH:19][C:18]([OH:21])=[CH:17][CH:16]=2)[C:4]=1[C:22]1[CH:27]=[CH:26][CH:25]=[C:24]([O:28][CH3:29])[CH:23]=1)[CH3:2].[F:30][CH2:31][CH:32]1[CH2:35][N:34]([CH2:36][CH2:37]O)[CH2:33]1.C1(P(C2C=CC=CC=2)C2C=CC=CC=2)C=CC=CC=1.N(C(OC(C)C)=O)=NC(OC(C)C)=O.